Dataset: Forward reaction prediction with 1.9M reactions from USPTO patents (1976-2016). Task: Predict the product of the given reaction. (1) The product is: [C:16]([O:15][C:13]([N:10]1[CH2:11][CH:12]=[C:7]([C:31]2[CH:30]=[CH:29][C:24]([C:25]([O:27][CH3:28])=[O:26])=[C:23]([CH3:22])[CH:32]=2)[CH2:8][CH2:9]1)=[O:14])([CH3:19])([CH3:18])[CH3:17]. Given the reactants FC(F)(F)S(O[C:7]1[CH2:8][CH2:9][N:10]([C:13]([O:15][C:16]([CH3:19])([CH3:18])[CH3:17])=[O:14])[CH2:11][CH:12]=1)(=O)=O.[CH3:22][C:23]1[CH:32]=[C:31](B2OC(C)(C)C(C)(C)O2)[CH:30]=[CH:29][C:24]=1[C:25]([O:27][CH3:28])=[O:26].C(=O)([O-])[O-].[Na+].[Na+], predict the reaction product. (2) The product is: [C:24]([N:7]1[CH:2]([CH3:1])[CH2:3][N:4]([C:9]2[CH:16]=[CH:15][C:12]([CH:13]=[O:14])=[CH:11][CH:10]=2)[CH2:5][CH:6]1[CH3:8])(=[O:26])[CH3:25]. Given the reactants [CH3:1][CH:2]1[NH:7][CH:6]([CH3:8])[CH2:5][N:4]([C:9]2[CH:16]=[CH:15][C:12]([CH:13]=[O:14])=[CH:11][CH:10]=2)[CH2:3]1.CCN(CC)CC.[C:24](Cl)(=[O:26])[CH3:25], predict the reaction product. (3) Given the reactants [C:1]1(B(O)O)[CH:6]=[CH:5][CH:4]=[CH:3][CH:2]=1.Br[C:11]1[CH:12]=[C:13]2[N:19]=[C:18]([N:20]3[CH:26]4[CH2:27][CH2:28][N:23]([CH2:24][CH2:25]4)[CH2:22][CH2:21]3)[O:17][C:14]2=[N:15][CH:16]=1, predict the reaction product. The product is: [C:1]1([C:11]2[CH:12]=[C:13]3[N:19]=[C:18]([N:20]4[CH:26]5[CH2:25][CH2:24][N:23]([CH2:28][CH2:27]5)[CH2:22][CH2:21]4)[O:17][C:14]3=[N:15][CH:16]=2)[CH:6]=[CH:5][CH:4]=[CH:3][CH:2]=1. (4) Given the reactants [CH3:1][C:2]1[C:3]2[CH:4]=[C:5]([OH:35])[CH:6]=[CH:7][C:8]=2[N:9]([CH2:18][C:19]2[CH:20]=[CH:21][C:22]([O:25][CH2:26][CH2:27][N:28]3[CH2:34][CH2:33][CH2:32][CH2:31][CH2:30][CH2:29]3)=[CH:23][CH:24]=2)[C:10]=1[C:11]1[CH:12]=[CH:13][C:14]([OH:17])=[CH:15][CH:16]=1.[CH2:36]([OH:38])[CH3:37].C([O:42]C(C)C)(C)C, predict the reaction product. The product is: [CH3:1][C:2]1[C:3]2[CH:4]=[C:5]([OH:35])[CH:6]=[CH:7][C:8]=2[N:9]([CH2:18][C:19]2[CH:24]=[CH:23][C:22]([O:25][CH2:26][CH2:27][N:28]3[CH2:29][CH2:30][CH2:31][CH2:32][CH2:33][CH2:34]3)=[CH:21][CH:20]=2)[C:10]=1[C:11]1[CH:12]=[CH:13][C:14]([OH:17])=[CH:15][CH:16]=1.[CH3:37][C:36]([OH:42])=[O:38]. (5) Given the reactants C(OC([N:8]1[C:16]2[C:11](=[CH:12][CH:13]=[C:14]([F:17])[CH:15]=2)[C:10]([C:18]2[CH:19]=[CH:20][C:21]3[S:25](=[O:27])(=[O:26])[NH:24][CH:23]([C:28]([O:30]C)=O)[C:22]=3[CH:32]=2)=[CH:9]1)=O)(C)(C)C.[CH3:33][NH2:34].CCO, predict the reaction product. The product is: [F:17][C:14]1[CH:15]=[C:16]2[C:11]([C:10]([C:18]3[CH:19]=[CH:20][C:21]4[S:25](=[O:26])(=[O:27])[NH:24][CH:23]([C:28]([NH:34][CH3:33])=[O:30])[C:22]=4[CH:32]=3)=[CH:9][NH:8]2)=[CH:12][CH:13]=1. (6) Given the reactants [Cl:1][C:2]1[CH:7]=[CH:6][C:5]([O:8][C:9]([N:11]2[C:20]3[C:15](=[CH:16][C:17]([OH:21])=[CH:18][CH:19]=3)[CH2:14][CH2:13][CH2:12]2)=[O:10])=[CH:4][CH:3]=1.[Br:22][CH2:23][CH2:24][CH2:25][CH2:26][CH2:27]Br, predict the reaction product. The product is: [Cl:1][C:2]1[CH:7]=[CH:6][C:5]([O:8][C:9]([N:11]2[C:20]3[C:15](=[CH:16][C:17]([O:21][CH2:27][CH2:26][CH2:25][CH2:24][CH2:23][Br:22])=[CH:18][CH:19]=3)[CH2:14][CH2:13][CH2:12]2)=[O:10])=[CH:4][CH:3]=1. (7) Given the reactants [C:1]([O:5][C:6]([N:8]1[CH2:13][CH2:12][N:11]([C:14]2[C:15]3[N:16]([CH:25]=[C:26]([C:28]([O:30]CC)=[O:29])[N:27]=3)[C:17]([C:20]3[S:21][CH:22]=[CH:23][CH:24]=3)=[CH:18][N:19]=2)[CH2:10][CH2:9]1)=[O:7])([CH3:4])([CH3:3])[CH3:2].[Li+].[OH-].O, predict the reaction product. The product is: [C:1]([O:5][C:6]([N:8]1[CH2:13][CH2:12][N:11]([C:14]2[C:15]3[N:16]([CH:25]=[C:26]([C:28]([OH:30])=[O:29])[N:27]=3)[C:17]([C:20]3[S:21][CH:22]=[CH:23][CH:24]=3)=[CH:18][N:19]=2)[CH2:10][CH2:9]1)=[O:7])([CH3:4])([CH3:2])[CH3:3].